Dataset: Reaction yield outcomes from USPTO patents with 853,638 reactions. Task: Predict the reaction yield, written as a fraction of the theoretical maximum amount of product (1.0 means a 100% yield; for example, 0.34 means a 34% yield). (1) The reactants are NC1C=CC(C2C=C3C(CN([C@@H](C(C)C)C(OC)=O)C3=O)=CC=2)=CC=1.[N+:26]([C:29]1[CH:34]=[CH:33][C:32]([C:35]2[CH:43]=[C:42]3[C:38]([CH2:39][N:40]([C@@H:45]4[CH2:49][CH2:48][CH2:47][C@@H:46]4[C:50]([O:52][CH3:53])=[O:51])[C:41]3=[O:44])=[CH:37][CH:36]=2)=[CH:31][CH:30]=1)([O-])=O. No catalyst specified. The product is [NH2:26][C:29]1[CH:30]=[CH:31][C:32]([C:35]2[CH:43]=[C:42]3[C:38]([CH2:39][N:40]([C@@H:45]4[CH2:49][CH2:48][CH2:47][C@@H:46]4[C:50]([O:52][CH3:53])=[O:51])[C:41]3=[O:44])=[CH:37][CH:36]=2)=[CH:33][CH:34]=1. The yield is 0.900. (2) The reactants are [F:1][C:2]([F:12])([F:11])[C:3]1[CH:4]=[C:5]([CH2:9]O)[CH:6]=[CH:7][CH:8]=1.P(Br)(Br)[Br:14].O. The catalyst is ClCCl. The product is [Br:14][CH2:9][C:5]1[CH:6]=[CH:7][CH:8]=[C:3]([C:2]([F:12])([F:11])[F:1])[CH:4]=1. The yield is 0.670. (3) The reactants are [C:1]([N:4]1[C:12]2[C:7](=[CH:8][CH:9]=[C:10]([N+:13]([O-])=O)[CH:11]=2)[CH2:6][CH2:5]1)(=[O:3])[CH3:2]. The catalyst is CCOC(C)=O.[Pd]. The product is [C:1]([N:4]1[C:12]2[C:7](=[CH:8][CH:9]=[C:10]([NH2:13])[CH:11]=2)[CH2:6][CH2:5]1)(=[O:3])[CH3:2]. The yield is 0.990.